This data is from Reaction yield outcomes from USPTO patents with 853,638 reactions. The task is: Predict the reaction yield, written as a fraction of the theoretical maximum amount of product (1.0 means a 100% yield; for example, 0.34 means a 34% yield). The reactants are [F:1][C:2]1([F:17])[O:6][C:5]2[CH:7]=[CH:8][C:9]([C:11]3([C:14]([OH:16])=O)[CH2:13][CH2:12]3)=[CH:10][C:4]=2[O:3]1.S(Cl)(Cl)=O.N1CCCCC1.[NH2:28][C:29]1[CH:30]=[C:31]2[C:35](=[CH:36][C:37]=1[F:38])[N:34]([CH2:39][C@H:40]1[CH2:44][O:43][C:42]([CH3:46])([CH3:45])[O:41]1)[C:33]([C:47]([CH3:51])([CH3:50])[CH2:48][OH:49])=[CH:32]2.C(N(CC)CC)C. The catalyst is CN(C=O)C.ClCCl. The product is [F:17][C:2]1([F:1])[O:6][C:5]2[CH:7]=[CH:8][C:9]([C:11]3([C:14]([NH:28][C:29]4[CH:30]=[C:31]5[C:35](=[CH:36][C:37]=4[F:38])[N:34]([CH2:39][C@H:40]4[CH2:44][O:43][C:42]([CH3:45])([CH3:46])[O:41]4)[C:33]([C:47]([CH3:51])([CH3:50])[CH2:48][OH:49])=[CH:32]5)=[O:16])[CH2:12][CH2:13]3)=[CH:10][C:4]=2[O:3]1. The yield is 0.960.